Task: Predict the reactants needed to synthesize the given product.. Dataset: Full USPTO retrosynthesis dataset with 1.9M reactions from patents (1976-2016) (1) Given the product [CH2:10]([P:5]([CH2:1][CH2:2][CH2:3][CH3:4])([CH2:6][CH2:7][CH2:8][CH3:9])=[CH:15][C:16]([O:18][CH3:19])=[O:17])[CH2:11][CH2:12][CH3:13], predict the reactants needed to synthesize it. The reactants are: [CH2:1]([P:5]([CH2:10][CH2:11][CH2:12][CH3:13])[CH2:6][CH2:7][CH2:8][CH3:9])[CH2:2][CH2:3][CH3:4].Br[CH2:15][C:16]([O:18][CH3:19])=[O:17]. (2) Given the product [F:1][C:2]1[CH:7]=[CH:6][C:5]([NH:8][C:12]2[CH:17]=[CH:16][C:15]([F:18])=[CH:14][CH:13]=2)=[CH:4][CH:3]=1, predict the reactants needed to synthesize it. The reactants are: [F:1][C:2]1[CH:7]=[CH:6][C:5]([N:8]([C:12]2[CH:17]=[CH:16][C:15]([F:18])=[CH:14][CH:13]=2)C(=O)C)=[CH:4][CH:3]=1. (3) Given the product [Cl:27][C:24]1[CH:25]=[CH:26][C:11]([NH:10][C:31](=[O:32])[C:30]2[CH:34]=[CH:35][CH:36]=[C:37]([CH3:38])[C:29]=2[CH3:28])=[C:12]([C:13]([NH:15][CH2:16][CH:17]2[CH2:22][CH2:21][CH2:20][CH2:19][CH2:18]2)=[O:14])[CH:23]=1, predict the reactants needed to synthesize it. The reactants are: C(N(C(C)C)CC)(C)C.[NH2:10][C:11]1[CH:26]=[CH:25][C:24]([Cl:27])=[CH:23][C:12]=1[C:13]([NH:15][CH2:16][CH:17]1[CH2:22][CH2:21][CH2:20][CH2:19][CH2:18]1)=[O:14].[CH3:28][C:29]1[C:37]([CH3:38])=[CH:36][CH:35]=[CH:34][C:30]=1[C:31](Cl)=[O:32]. (4) Given the product [Cl:1][C:2]1[N:7]=[C:6]2[NH:8][CH:9]=[CH:10][C:5]2=[C:4]([C:21]2([OH:34])[CH2:22][CH2:23][NH:24][CH2:25][CH2:26]2)[CH:3]=1, predict the reactants needed to synthesize it. The reactants are: [Cl:1][C:2]1[N:7]=[C:6]2[N:8]([Si](C(C)C)(C(C)C)C(C)C)[CH:9]=[CH:10][C:5]2=[C:4]([C:21]2([OH:34])[CH2:26][CH2:25][N:24](C(OC(C)(C)C)=O)[CH2:23][CH2:22]2)[CH:3]=1.[Si](I)(C)(C)C. (5) Given the product [Cl:1][C:2]1[CH:3]=[C:4]([O:11][CH2:15][CH:12]2[CH2:14][CH2:13]2)[CH:5]=[C:6]([F:10])[C:7]=1[CH2:8][OH:9], predict the reactants needed to synthesize it. The reactants are: [Cl:1][C:2]1[CH:3]=[C:4]([OH:11])[CH:5]=[C:6]([F:10])[C:7]=1[CH2:8][OH:9].[CH:12]1([CH2:15]Br)[CH2:14][CH2:13]1.